The task is: Predict the reactants needed to synthesize the given product.. This data is from Full USPTO retrosynthesis dataset with 1.9M reactions from patents (1976-2016). (1) The reactants are: [C:1]([N:4]1[C:13]2[C:8](=[CH:9][C:10]([C:14](Cl)=[O:15])=[CH:11][CH:12]=2)[CH:7]([NH:17][C:18]2[CH:23]=[CH:22][CH:21]=[C:20]([CH3:24])[N:19]=2)[CH:6]([CH3:25])[CH:5]1[CH:26]1[CH2:28][CH2:27]1)(=[O:3])[CH3:2].CN.C1COCC1.C[CH2:37][N:38](C(C)C)C(C)C. Given the product [C:1]([N:4]1[C:13]2[C:8](=[CH:9][C:10]([C:14]([NH:38][CH3:37])=[O:15])=[CH:11][CH:12]=2)[CH:7]([NH:17][C:18]2[CH:23]=[CH:22][CH:21]=[C:20]([CH3:24])[N:19]=2)[CH:6]([CH3:25])[CH:5]1[CH:26]1[CH2:28][CH2:27]1)(=[O:3])[CH3:2], predict the reactants needed to synthesize it. (2) Given the product [CH2:22]([NH:29][C:10](=[O:12])[CH2:9][NH:8][C:6]([O:5][C:1]([CH3:2])([CH3:3])[CH3:4])=[O:7])[C:23]1[CH:28]=[CH:27][CH:26]=[CH:25][CH:24]=1, predict the reactants needed to synthesize it. The reactants are: [C:1]([O:5][C:6]([NH:8][CH2:9][C:10]([OH:12])=O)=[O:7])([CH3:4])([CH3:3])[CH3:2].CCN(C(C)C)C(C)C.[CH2:22]([NH2:29])[C:23]1[CH:28]=[CH:27][CH:26]=[CH:25][CH:24]=1.F[P-](F)(F)(F)(F)F.N1(OC(N(C)C)=[N+](C)C)C2N=CC=CC=2N=N1. (3) Given the product [CH:1]1([C@H:4]([C:18]2[CH:23]=[CH:22][CH:21]=[CH:20][CH:19]=2)[NH:5][C:6]([C:8]2[CH:9]=[C:10]3[C:14](=[CH:15][CH:16]=2)[NH:13][N:12]=[C:11]3[C:33]2[CH:32]=[CH:31][C:30]([N:27]3[CH2:26][CH2:25][O:24][CH2:29][CH2:28]3)=[CH:35][CH:34]=2)=[O:7])[CH2:3][CH2:2]1, predict the reactants needed to synthesize it. The reactants are: [CH:1]1([C@H:4]([C:18]2[CH:23]=[CH:22][CH:21]=[CH:20][CH:19]=2)[NH:5][C:6]([C:8]2[CH:9]=[C:10]3[C:14](=[CH:15][CH:16]=2)[NH:13][N:12]=[C:11]3I)=[O:7])[CH2:3][CH2:2]1.[O:24]1[CH2:29][CH2:28][N:27]([C:30]2[CH:35]=[CH:34][C:33](B3OC(C)(C)C(C)(C)O3)=[CH:32][CH:31]=2)[CH2:26][CH2:25]1.C([O-])([O-])=O.[Na+].[Na+]. (4) Given the product [ClH:1].[NH2:8][C@H:9]1[C@@H:10]([CH3:15])[O:11][CH2:12][C:13]1=[O:14], predict the reactants needed to synthesize it. The reactants are: [ClH:1].C(OC(=O)[NH:8][C@@H:9]1[C:13](=[O:14])[CH2:12][O:11][C@@H:10]1[CH3:15])(C)(C)C. (5) Given the product [CH2:18]([O:17][C:15](=[O:16])[CH:14]([C:5]1[CH:6]=[CH:7][CH:8]=[C:3]([C:2]([F:11])([F:10])[F:1])[CH:4]=1)[CH3:20])[CH3:19], predict the reactants needed to synthesize it. The reactants are: [F:1][C:2]([F:11])([F:10])[C:3]1[CH:4]=[C:5](Br)[CH:6]=[CH:7][CH:8]=1.[Mg].Br[CH:14]([CH3:20])[C:15]([O:17][CH2:18][CH3:19])=[O:16].O. (6) Given the product [CH3:23][O:22][C:3]1[CH:4]=[C:5]([C:8]([C:10]2[N:18]3[C:13]([CH:14]=[CH:15][CH:16]=[CH:17]3)=[C:12]([O:19][CH3:20])[C:11]=2[CH3:21])=[O:9])[CH:6]=[CH:7][C:2]=1[NH:1][C:25](=[O:26])[O:27][CH2:28][CH3:29], predict the reactants needed to synthesize it. The reactants are: [NH2:1][C:2]1[CH:7]=[CH:6][C:5]([C:8]([C:10]2[N:18]3[C:13]([CH:14]=[CH:15][CH:16]=[CH:17]3)=[C:12]([O:19][CH3:20])[C:11]=2[CH3:21])=[O:9])=[CH:4][C:3]=1[O:22][CH3:23].Cl[C:25]([O:27][CH2:28][CH3:29])=[O:26].